From a dataset of Peptide-MHC class I binding affinity with 185,985 pairs from IEDB/IMGT. Regression. Given a peptide amino acid sequence and an MHC pseudo amino acid sequence, predict their binding affinity value. This is MHC class I binding data. (1) The peptide sequence is YLRNAGAAM. The MHC is HLA-B46:01 with pseudo-sequence HLA-B46:01. The binding affinity (normalized) is 0.630. (2) The peptide sequence is EWIEFTNFK. The MHC is HLA-A31:01 with pseudo-sequence HLA-A31:01. The binding affinity (normalized) is 0.109. (3) The MHC is Mamu-B03 with pseudo-sequence Mamu-B03. The peptide sequence is RWQQLLALA. The binding affinity (normalized) is 0.483. (4) The peptide sequence is YGGDFDSVI. The MHC is Patr-B0101 with pseudo-sequence Patr-B0101. The binding affinity (normalized) is 0.459. (5) The peptide sequence is KAAFDLSHFL. The MHC is HLA-B53:01 with pseudo-sequence HLA-B53:01. The binding affinity (normalized) is 0. (6) The peptide sequence is LVKESMASLK. The MHC is HLA-A03:01 with pseudo-sequence HLA-A03:01. The binding affinity (normalized) is 0.870. (7) The peptide sequence is VLQQNNSFI. The MHC is HLA-A02:01 with pseudo-sequence HLA-A02:01. The binding affinity (normalized) is 0.496. (8) The peptide sequence is GVRQFSGWM. The MHC is HLA-A80:01 with pseudo-sequence HLA-A80:01. The binding affinity (normalized) is 0.0847.